From a dataset of Catalyst prediction with 721,799 reactions and 888 catalyst types from USPTO. Predict which catalyst facilitates the given reaction. (1) Reactant: [CH3:1][C:2]1[CH:7]=[CH:6][C:5]([S:8]([O:11][C@@H:12]2[C@H:16]3[O:17]C(C)(C)[O:19][CH2:20][C@H:15]3[O:14][C@@H:13]2[O:23][CH3:24])(=[O:10])=[O:9])=[CH:4][CH:3]=1. Product: [CH3:1][C:2]1[CH:7]=[CH:6][C:5]([S:8]([O:11][C@@H:12]2[C@@H:16]([OH:17])[C@@H:15]([CH2:20][OH:19])[O:14][C@@H:13]2[O:23][CH3:24])(=[O:10])=[O:9])=[CH:4][CH:3]=1. The catalyst class is: 86. (2) Reactant: CC1(C)C(C)(C)OB([C:9]2[CH:13]=[CH:12][O:11][C:10]=2[CH3:14])O1.Cl[C:17]1[N:22]=[C:21]([N:23]2[CH2:28][C@H:27]([CH3:29])[O:26][C@H:25]([CH3:30])[CH2:24]2)[CH:20]=[N:19][CH:18]=1.O.C(=O)([O-])[O-].[Na+].[Na+]. Product: [CH3:30][C@H:25]1[O:26][C@@H:27]([CH3:29])[CH2:28][N:23]([C:21]2[CH:20]=[N:19][CH:18]=[C:17]([C:9]3[CH:13]=[CH:12][O:11][C:10]=3[CH3:14])[N:22]=2)[CH2:24]1. The catalyst class is: 77. (3) The catalyst class is: 30. Product: [CH3:16][O:17][C:18]1[C:19]([S:30]([C:9]2[CH:8]=[CH:7][C:6]([CH:5]=[O:13])=[CH:11][CH:10]=2)(=[O:32])=[O:31])=[CH:20][C:21]2[CH2:27][CH2:26][N:25]([CH3:28])[CH2:24][CH2:23][C:22]=2[CH:29]=1. Reactant: [Mg].C(O[CH:5]([O:13]CC)[C:6]1[CH:11]=[CH:10][C:9](Br)=[CH:8][CH:7]=1)C.[CH3:16][O:17][C:18]1[C:19]([S:30](F)(=[O:32])=[O:31])=[CH:20][C:21]2[CH2:27][CH2:26][N:25]([CH3:28])[CH2:24][CH2:23][C:22]=2[CH:29]=1.C(C(C(C([O-])=O)O)O)([O-])=O.[Na+].[K+]. (4) Reactant: C(OC(=O)[NH:7][CH2:8][C:9]#[C:10][C:11]1[CH:12]=[N:13][C:14]([NH2:29])=[C:15]([O:17][CH:18]([C:20]2[C:25]([Cl:26])=[CH:24][CH:23]=[C:22]([F:27])[C:21]=2[Cl:28])[CH3:19])[CH:16]=1)(C)(C)C. Product: [NH2:7][CH2:8][C:9]#[C:10][C:11]1[CH:16]=[C:15]([O:17][CH:18]([C:20]2[C:25]([Cl:26])=[CH:24][CH:23]=[C:22]([F:27])[C:21]=2[Cl:28])[CH3:19])[C:14]([NH2:29])=[N:13][CH:12]=1. The catalyst class is: 631. (5) Reactant: [BH4-].[Na+].FC(F)(F)C(O)=O.[O:10]1[CH:14]=[CH:13][C:12]([CH:15](O)[C:16]2[CH:17]=[N:18][N:19]3[C:24]([N:25]([CH3:32])[C:26]4[CH:31]=[CH:30][CH:29]=[CH:28][CH:27]=4)=[N:23][C:22]([CH2:33][CH2:34][CH3:35])=[N:21][C:20]=23)=[CH:11]1.[OH-].[Na+]. Product: [O:10]1[CH:14]=[CH:13][C:12]([CH2:15][C:16]2[CH:17]=[N:18][N:19]3[C:24]([N:25]([CH3:32])[C:26]4[CH:27]=[CH:28][CH:29]=[CH:30][CH:31]=4)=[N:23][C:22]([CH2:33][CH2:34][CH3:35])=[N:21][C:20]=23)=[CH:11]1. The catalyst class is: 46. (6) Reactant: [NH2:1][CH2:2][C@H:3]1[C@H:9]([C:10]2[CH:15]=[CH:14][C:13]([Cl:16])=[C:12]([Cl:17])[CH:11]=2)[O:8][CH2:7][CH2:6][N:5]([C:18]([O:20][C:21]([CH3:24])([CH3:23])[CH3:22])=[O:19])[CH2:4]1.C(N(CC)CC)C.Cl[CH2:33][CH2:34][S:35](Cl)(=[O:37])=[O:36]. Product: [Cl:17][C:12]1[CH:11]=[C:10]([C@@H:9]2[O:8][CH2:7][CH2:6][N:5]([C:18]([O:20][C:21]([CH3:24])([CH3:23])[CH3:22])=[O:19])[CH2:4][C@H:3]2[CH2:2][NH:1][S:35]([CH:34]=[CH2:33])(=[O:37])=[O:36])[CH:15]=[CH:14][C:13]=1[Cl:16]. The catalyst class is: 56. (7) Reactant: Cl[C:2]1[N:7]=[C:6]([NH:8][C:9]2[CH:10]=[C:11]([NH:15][C:16](=[O:22])[O:17][C:18]([CH3:21])([CH3:20])[CH3:19])[CH:12]=[CH:13][CH:14]=2)[C:5]([N+:23]([O-:25])=[O:24])=[CH:4][N:3]=1.CCN(C(C)C)C(C)C.[CH3:35][O:36][CH2:37][CH2:38][O:39][C:40]1[CH:46]=[CH:45][C:43]([NH2:44])=[CH:42][CH:41]=1. Product: [CH3:35][O:36][CH2:37][CH2:38][O:39][C:40]1[CH:46]=[CH:45][C:43]([NH:44][C:2]2[N:7]=[C:6]([NH:8][C:9]3[CH:10]=[C:11]([NH:15][C:16](=[O:22])[O:17][C:18]([CH3:21])([CH3:20])[CH3:19])[CH:12]=[CH:13][CH:14]=3)[C:5]([N+:23]([O-:25])=[O:24])=[CH:4][N:3]=2)=[CH:42][CH:41]=1. The catalyst class is: 1. (8) Reactant: CCO.[H-].[Al+3].[Li+].[H-].[H-].[H-].[Cl:10][C:11]1[CH:16]=[CH:15][C:14]([C:17]2([C:23]#[N:24])[CH2:22][CH2:21][NH:20][CH2:19][CH2:18]2)=[C:13](F)[CH:12]=1.O. Product: [Cl:10][C:11]1[CH:16]=[C:15]2[NH:24][CH2:23][C:17]3([CH2:22][CH2:21][NH:20][CH2:19][CH2:18]3)[C:14]2=[CH:13][CH:12]=1. The catalyst class is: 216.